This data is from Forward reaction prediction with 1.9M reactions from USPTO patents (1976-2016). The task is: Predict the product of the given reaction. The product is: [CH2:5]([O:7][P:8]([CH2:13][CH2:14][CH2:15][NH:18][OH:1])(=[O:12])[O:9][CH2:10][CH3:11])[CH3:6]. Given the reactants [OH-:1].[Na+].CO.[CH2:5]([O:7][P:8]([CH2:13][CH2:14][CH2:15]Br)(=[O:12])[O:9][CH2:10][CH3:11])[CH3:6].Cl.[NH2:18]O, predict the reaction product.